This data is from Forward reaction prediction with 1.9M reactions from USPTO patents (1976-2016). The task is: Predict the product of the given reaction. Given the reactants [C:1]([O:13]C)(=[O:12])[C:2]1[CH:11]=[CH:10][C:5]([C:6]([O:8]C)=[O:7])=[CH:4][CH:3]=1.[N:15]([CH2:18][CH2:19][O:20][CH2:21][CH2:22][O:23][CH2:24][CH2:25][O:26][CH2:27][CH2:28][O:29][CH2:30][CH2:31][O:32][CH2:33][CH2:34][OH:35])=[N+]=[N-].[C:49]1(P([C:49]2[CH:54]=[CH:53][CH:52]=[CH:51][CH:50]=2)[C:49]2[CH:54]=[CH:53][CH:52]=[CH:51][CH:50]=2)[CH:54]=[CH:53][CH:52]=[CH:51][CH:50]=1.[CH3:68][CH:66]([O:65][C:63](/N=N/[C:63]([O:65][CH:66]([CH3:68])C)=[O:64])=[O:64])C, predict the reaction product. The product is: [C:63]([NH:15][CH2:18][CH2:19][O:20][CH2:21][CH2:22][O:23][CH2:24][CH2:25][O:26][CH2:27][CH2:28][O:29][CH2:30][CH2:31][O:32][CH2:33][CH2:34][O:35][C:4]1[CH:3]=[C:2]([C:1]([OH:13])=[O:12])[CH:11]=[CH:10][C:5]=1[C:6]([OH:8])=[O:7])([O:65][CH2:66][CH:68]1[C:50]2[C:49](=[CH:54][CH:53]=[CH:52][CH:51]=2)[C:11]2[C:2]1=[CH:3][CH:4]=[CH:5][CH:10]=2)=[O:64].